Dataset: Forward reaction prediction with 1.9M reactions from USPTO patents (1976-2016). Task: Predict the product of the given reaction. (1) Given the reactants NC[C:3]1[CH:17]=[CH:16][C:6]([C:7]([NH:9]C2C=NC=CC=2)=[O:8])=[CH:5][CH:4]=1.CN1C(S(Cl)(=O)=O)=CN=C1C, predict the reaction product. The product is: [C:7]([NH2:9])(=[O:8])[C:6]1[CH:16]=[CH:17][CH:3]=[CH:4][CH:5]=1. (2) Given the reactants [Br:1][C:2]1[CH:7]=[CH:6][C:5]([F:8])=[CH:4][C:3]=1[OH:9].C(=O)([O-])[O-].[K+].[K+].FC(F)(F)S(O[CH2:22][C:23]([F:26])([F:25])[F:24])(=O)=O, predict the reaction product. The product is: [Br:1][C:2]1[CH:7]=[CH:6][C:5]([F:8])=[CH:4][C:3]=1[O:9][CH2:22][C:23]([F:26])([F:25])[F:24]. (3) The product is: [F:15][C:13]1[CH:12]=[CH:11][C:10]([C:16]2[N:21]=[N:20][C:19]([N:22]([CH3:33])[CH:23]3[CH2:28][C:27]([CH3:29])([CH3:30])[NH:26][C:25]([CH3:32])([CH3:31])[CH2:24]3)=[CH:18][CH:17]=2)=[C:9]([OH:8])[CH:14]=1. Given the reactants C([O:8][C:9]1[CH:14]=[C:13]([F:15])[CH:12]=[CH:11][C:10]=1[C:16]1[N:21]=[N:20][C:19]([N:22]([CH3:33])[CH:23]2[CH2:28][C:27]([CH3:30])([CH3:29])[NH:26][C:25]([CH3:32])([CH3:31])[CH2:24]2)=[CH:18][CH:17]=1)C1C=CC=CC=1.CCOC(C)=O, predict the reaction product. (4) The product is: [CH3:1][O:2][C:3]1[CH:9]=[CH:8][C:6]([NH:7][C:22]([CH:15]2[CH2:14][CH:13]([CH3:25])[CH2:18][CH2:17][CH:16]2[CH:19]([CH3:21])[CH3:20])=[O:23])=[C:5]([N+:10]([O-:12])=[O:11])[CH:4]=1. Given the reactants [CH3:1][O:2][C:3]1[CH:9]=[CH:8][C:6]([NH2:7])=[C:5]([N+:10]([O-:12])=[O:11])[CH:4]=1.[CH:13]1([CH3:25])[CH2:18][CH2:17][CH:16]([CH:19]([CH3:21])[CH3:20])[CH:15]([C:22](Cl)=[O:23])[CH2:14]1.C(Cl)Cl.Cl, predict the reaction product.